Dataset: Retrosynthesis with 50K atom-mapped reactions and 10 reaction types from USPTO. Task: Predict the reactants needed to synthesize the given product. Given the product O=C1CCCN1C12CC3CC(CC(CO)(C3)C1)C2, predict the reactants needed to synthesize it. The reactants are: COC(=O)C12CC3CC(C1)CC(N1CCCC1=O)(C3)C2.